Dataset: hERG potassium channel inhibition data for cardiac toxicity prediction from Karim et al.. Task: Regression/Classification. Given a drug SMILES string, predict its toxicity properties. Task type varies by dataset: regression for continuous values (e.g., LD50, hERG inhibition percentage) or binary classification for toxic/non-toxic outcomes (e.g., AMES mutagenicity, cardiotoxicity, hepatotoxicity). Dataset: herg_karim. (1) The drug is CCS(=O)(=O)C[C@@H]1C[C@H](N(C)C(C)C)CC[C@@H]1N1CC[C@H](NC(=O)c2cccc(-c3ccccc3)c2)C1=O. The result is 0 (non-blocker). (2) The compound is CC(=O)N[C@@H](CCN1[C@H]2CC[C@@H]1C[C@H](n1c(C)nc3c1CCN(C(=O)C(C)C)C3)C2)c1cccc(F)c1. The result is 0 (non-blocker). (3) The compound is CS(=O)(=O)CCN1CCC(c2ccc(NC(=O)c3nc(C#N)c[nH]3)c(C3=CCCCC3)c2)CC1. The result is 0 (non-blocker). (4) The compound is Fc1ncccc1-c1cc2sc(N3CCC(N4CCCCC4)CC3)nc2cn1. The result is 1 (blocker). (5) The result is 0 (non-blocker). The drug is O=C(c1cccc(Cl)c1Cl)N(C1CCCC1)[C@H]1CCNC1. (6) The drug is COc1cccc(/C=C2\SC(=O)NC2=O)c1N1CCC[C@@H](N)C1. The result is 0 (non-blocker). (7) The molecule is N#Cc1ccc(Cn2cncc2C[N+](Cc2cccnc2)C2CCN(Cc3ccccc3)C2=O)cc1. The result is 1 (blocker).